Dataset: Forward reaction prediction with 1.9M reactions from USPTO patents (1976-2016). Task: Predict the product of the given reaction. (1) The product is: [Cl:1][C:2]1[CH:3]=[CH:4][C:5]([CH2:6][CH2:7][O:8][C:9]2[C:10](=[O:15])[N:11]([C:27]3[CH:38]=[CH:37][C:30]([O:31][CH2:32][C:33]([OH:35])([CH3:34])[CH3:36])=[CH:29][CH:28]=3)[CH:12]=[CH:13][N:14]=2)=[CH:16][CH:17]=1. Given the reactants [Cl:1][C:2]1[CH:17]=[CH:16][C:5]([CH2:6][CH2:7][O:8][C:9]2[C:10](=[O:15])[NH:11][CH:12]=[CH:13][N:14]=2)=[CH:4][CH:3]=1.[O-]P([O-])([O-])=O.[K+].[K+].[K+].Br[C:27]1[CH:38]=[CH:37][C:30]([O:31][CH2:32][C:33]([CH3:36])([OH:35])[CH3:34])=[CH:29][CH:28]=1.CNCCNC, predict the reaction product. (2) Given the reactants NC1C=CC(OC)=[C:6]([OH:8])C=1.C[C:12]1[CH:17]=[CH:16][C:15]([NH:18][C:19](=[O:21])[CH3:20])=[CH:14][C:13]=1[O:22][CH2:23][CH2:24][O:25][C:26]1[CH:31]=[CH:30][CH:29]=[CH:28][CH:27]=1, predict the reaction product. The product is: [CH3:6][O:8][C:12]1[CH:17]=[CH:16][C:15]([NH:18][C:19](=[O:21])[CH3:20])=[CH:14][C:13]=1[O:22][CH2:23][CH2:24][O:25][C:26]1[CH:27]=[CH:28][CH:29]=[CH:30][CH:31]=1. (3) Given the reactants C([Br:3])C.[Mg:4].C12(C([O:17][CH2:18][CH2:19][CH2:20][CH3:21])=O)CC3CC(CC(C3)C1)C2, predict the reaction product. The product is: [CH2:20]([Mg:4][Br:3])[CH3:21].[O:17]1[CH2:18][CH2:19][CH2:20][CH2:21]1. (4) Given the reactants [CH3:1][C:2]1([CH3:14])[O:6][C:5](=[O:7])[NH:4][C@H:3]1[C:8]1[CH:13]=[CH:12][CH:11]=[CH:10][CH:9]=1.[Cl:15][C:16]1[CH:21]=[C:20](I)[CH:19]=[CH:18][N:17]=1.P([O-])([O-])([O-])=O.[K+].[K+].[K+], predict the reaction product. The product is: [Cl:15][C:16]1[CH:21]=[C:20]([N:4]2[C@@H:3]([C:8]3[CH:9]=[CH:10][CH:11]=[CH:12][CH:13]=3)[C:2]([CH3:14])([CH3:1])[O:6][C:5]2=[O:7])[CH:19]=[CH:18][N:17]=1. (5) Given the reactants C([O:3][C:4](=[O:40])[CH2:5][N:6]([S:32]([N:35]1[CH2:39][CH2:38][CH2:37][CH2:36]1)(=[O:34])=[O:33])[CH2:7][C:8]1[CH:13]=[CH:12][CH:11]=[C:10]([O:14][CH2:15][C:16]2[O:20][C:19]([C:21]3[CH:26]=[CH:25][C:24]([C:27]([F:30])([F:29])[F:28])=[CH:23][CH:22]=3)=[N:18][C:17]=2[CH3:31])[CH:9]=1)C.O.[OH-].[Li+], predict the reaction product. The product is: [N:35]1([S:32]([N:6]([CH2:5][C:4]([OH:40])=[O:3])[CH2:7][C:8]2[CH:13]=[CH:12][CH:11]=[C:10]([O:14][CH2:15][C:16]3[O:20][C:19]([C:21]4[CH:26]=[CH:25][C:24]([C:27]([F:29])([F:28])[F:30])=[CH:23][CH:22]=4)=[N:18][C:17]=3[CH3:31])[CH:9]=2)(=[O:33])=[O:34])[CH2:39][CH2:38][CH2:37][CH2:36]1. (6) Given the reactants [N:1]([CH2:4][C:5]1[CH:10]=[CH:9][C:8]([C:11]2[CH:23]=[CH:22][C:14]3[N:15]([CH2:18][CH:19]4[CH2:21][CH2:20]4)[N:16]=[N:17][C:13]=3[C:12]=2[C:24]([F:27])([F:26])[F:25])=[CH:7][CH:6]=1)=[N+]=[N-].C1(P(C2C=CC=CC=2)C2C=CC=CC=2)C=CC=CC=1.C(=O)(O)[O-].[Na+].O, predict the reaction product. The product is: [CH:19]1([CH2:18][N:15]2[C:14]3[CH:22]=[CH:23][C:11]([C:8]4[CH:7]=[CH:6][C:5]([CH2:4][NH2:1])=[CH:10][CH:9]=4)=[C:12]([C:24]([F:27])([F:26])[F:25])[C:13]=3[N:17]=[N:16]2)[CH2:21][CH2:20]1.